From a dataset of Peptide-MHC class I binding affinity with 185,985 pairs from IEDB/IMGT. Regression. Given a peptide amino acid sequence and an MHC pseudo amino acid sequence, predict their binding affinity value. This is MHC class I binding data. (1) The peptide sequence is GMSWITQGL. The MHC is HLA-A02:01 with pseudo-sequence HLA-A02:01. The binding affinity (normalized) is 1.00. (2) The peptide sequence is KTTKRLTVL. The MHC is Mamu-A01 with pseudo-sequence Mamu-A01. The binding affinity (normalized) is 0.366.